Dataset: Forward reaction prediction with 1.9M reactions from USPTO patents (1976-2016). Task: Predict the product of the given reaction. (1) Given the reactants [CH3:1][C:2]1[CH:3]=[CH:4][C:5]([N+:9]([O-:11])=[O:10])=[C:6]([OH:8])[CH:7]=1.[C:12]1(=O)[O:17][C:15](=[O:16])[C:14]2=[CH:18][CH:19]=[CH:20][CH:21]=[C:13]12, predict the reaction product. The product is: [OH:8][C:6]1[CH:7]=[C:2]([CH3:1])[C:3]([C:12]2([C:3]3[C:2]([CH3:1])=[CH:7][C:6]([OH:8])=[C:5]([N+:9]([O-:11])=[O:10])[CH:4]=3)[C:13]3[C:14](=[CH:18][CH:19]=[CH:20][CH:21]=3)[C:15](=[O:16])[O:17]2)=[CH:4][C:5]=1[N+:9]([O-:11])=[O:10]. (2) Given the reactants [CH3:1][O:2][C:3]1[CH:16]=[CH:15][C:6]2[NH:7][C:8](=[O:14])[CH2:9][NH:10][C:11]([CH3:13])([CH3:12])[C:5]=2[CH:4]=1.C(#N)C.[F:20][C:21]([F:32])([F:31])[C:22](O[C:22](=[O:23])[C:21]([F:32])([F:31])[F:20])=[O:23].[N+:33]([O-])([O-:35])=[O:34].[K+].C([O-])(O)=O.[Na+], predict the reaction product. The product is: [CH3:1][O:2][C:3]1[C:16]([N+:33]([O-:35])=[O:34])=[CH:15][C:6]2[NH:7][C:8](=[O:14])[CH2:9][N:10]([C:22](=[O:23])[C:21]([F:32])([F:31])[F:20])[C:11]([CH3:13])([CH3:12])[C:5]=2[CH:4]=1. (3) Given the reactants [CH3:1][O-:2].[Na+].[Br:4][C:5]1[C:6](Cl)=[N:7][CH:8]=[N:9][C:10]=1[C:11]([F:14])([F:13])[F:12], predict the reaction product. The product is: [Br:4][C:5]1[C:6]([O:2][CH3:1])=[N:7][CH:8]=[N:9][C:10]=1[C:11]([F:14])([F:13])[F:12]. (4) Given the reactants Cl[C:2]1[N:10]=[C:9]2[C:5]([N:6]([CH2:13][O:14][CH2:15][CH2:16][Si:17]([CH3:20])([CH3:19])[CH3:18])[C:7](=[O:12])[N:8]2[CH3:11])=[CH:4][N:3]=1.[CH3:21][O:22][CH2:23][C:24]#[CH:25].C(=O)([O-])[O-].[K+].[K+].C1(P(C2CCCCC2)C2C=CC=CC=2C2C(C(C)C)=CC(C(C)C)=CC=2C(C)C)CCCCC1, predict the reaction product. The product is: [CH3:21][O:22][CH2:23][C:24]#[C:25][C:2]1[N:10]=[C:9]2[C:5]([N:6]([CH2:13][O:14][CH2:15][CH2:16][Si:17]([CH3:20])([CH3:19])[CH3:18])[C:7](=[O:12])[N:8]2[CH3:11])=[CH:4][N:3]=1. (5) Given the reactants Br[C:2]1[C:10]2[C:6](=[N:7][S:8][N:9]=2)[C:5](Br)=[CH:4][C:3]=1Cl.C[Sn](C)(C)[C:15]1[S:16][CH:17]=[C:18]([CH2:20][CH2:21][CH2:22][CH2:23][CH2:24][CH2:25][CH2:26][CH2:27][CH2:28][CH2:29][CH2:30][CH3:31])[CH:19]=1.[CH3:55][C:50]1[CH:51]=[CH:52][CH:53]=[CH:54][C:49]=1P([C:49]1[CH:54]=[CH:53][CH:52]=[CH:51][C:50]=1[CH3:55])[C:49]1[CH:54]=[CH:53][CH:52]=[CH:51][C:50]=1[CH3:55], predict the reaction product. The product is: [CH2:20]([C:18]1[CH:19]=[C:15]([C:2]2[C:10]3[C:6](=[N:7][S:8][N:9]=3)[C:5]([C:15]3[S:16][CH:17]=[C:18]([CH2:20][CH2:21][CH2:22][CH2:23][CH2:24][CH2:49][CH2:54][CH2:53][CH2:52][CH2:51][CH2:50][CH3:55])[CH:19]=3)=[CH:4][CH:3]=2)[S:16][CH:17]=1)[CH2:21][CH2:22][CH2:23][CH2:24][CH2:25][CH2:26][CH2:27][CH2:28][CH2:29][CH2:30][CH3:31]. (6) Given the reactants [N+:1]([C:4]1[CH:5]=[CH:6][C:7]2[O:12][C@:11]([CH3:18])([CH:13]([O:16][CH3:17])[O:14][CH3:15])[C@@H:10]3[O:19][C@@H:9]3[C:8]=2[CH:20]=1)([O-:3])=[O:2].[F:21][C:22]([F:38])([F:37])[C:23]1[CH:28]=[CH:27][C:26]([NH:29][CH2:30][C:31]2[N:32]=[N:33][N:34]([CH3:36])[N:35]=2)=[CH:25][CH:24]=1, predict the reaction product. The product is: [N+:1]([C:4]1[CH:5]=[CH:6][C:7]2[O:12][C@:11]([CH3:18])([CH:13]([O:16][CH3:17])[O:14][CH3:15])[C@H:10]([OH:19])[C@@H:9]([N:29]([C:26]3[CH:25]=[CH:24][C:23]([C:22]([F:38])([F:37])[F:21])=[CH:28][CH:27]=3)[CH2:30][C:31]3[N:32]=[N:33][N:34]([CH3:36])[N:35]=3)[C:8]=2[CH:20]=1)([O-:3])=[O:2]. (7) The product is: [CH:20]([NH:21][C@H:10]1[CH2:11][CH2:12][C@H:7]([C:1]2[CH:6]=[CH:5][CH:4]=[CH:3][CH:2]=2)[CH2:8][CH2:9]1)([C:22]1[CH:23]=[CH:24][CH:25]=[CH:26][CH:27]=1)[C:14]1[CH:19]=[CH:18][CH:17]=[CH:16][CH:15]=1. Given the reactants [C:1]1([CH:7]2[CH2:12][CH2:11][C:10](=O)[CH2:9][CH2:8]2)[CH:6]=[CH:5][CH:4]=[CH:3][CH:2]=1.[C:14]1([CH:20]([C:22]2[CH:27]=[CH:26][CH:25]=[CH:24][CH:23]=2)[NH2:21])[CH:19]=[CH:18][CH:17]=[CH:16][CH:15]=1.C(O[BH-](OC(=O)C)OC(=O)C)(=O)C.[Na+], predict the reaction product. (8) Given the reactants [NH2:1][C:2]1[C:3]([N:23]2[CH2:28][CH2:27][N:26]([C:29]3[CH:34]=[CH:33][CH:32]=[CH:31][C:30]=3[CH3:35])[CH2:25][CH2:24]2)=[CH:4][C:5]([O:20][CH2:21][CH3:22])=[C:6]([CH:19]=1)[C:7]([NH:9][CH2:10][CH2:11][CH2:12][N:13]1[CH2:17][CH2:16][CH2:15][C:14]1=[O:18])=[O:8].[CH:36]1([C:39]2[O:40][CH:41]=[C:42]([C:44](O)=[O:45])[N:43]=2)[CH2:38][CH2:37]1.C(N(CC)C(C)C)(C)C.CN(C(ON1N=NC2C=CC=NC1=2)=[N+](C)C)C.F[P-](F)(F)(F)(F)F, predict the reaction product. The product is: [CH2:21]([O:20][C:5]1[C:6]([C:7](=[O:8])[NH:9][CH2:10][CH2:11][CH2:12][N:13]2[CH2:17][CH2:16][CH2:15][C:14]2=[O:18])=[CH:19][C:2]([NH:1][C:44]([C:42]2[N:43]=[C:39]([CH:36]3[CH2:38][CH2:37]3)[O:40][CH:41]=2)=[O:45])=[C:3]([N:23]2[CH2:24][CH2:25][N:26]([C:29]3[CH:34]=[CH:33][CH:32]=[CH:31][C:30]=3[CH3:35])[CH2:27][CH2:28]2)[CH:4]=1)[CH3:22]. (9) Given the reactants [Cl:1][C:2]1[CH:3]=[CH:4][C:5]([O:11][CH3:12])=[C:6]([CH:10]=1)[C:7](Cl)=[O:8].[C:13]([S-:15])#[N:14].[K+].CC(C)=O, predict the reaction product. The product is: [Cl:1][C:2]1[CH:3]=[CH:4][C:5]([O:11][CH3:12])=[C:6]([CH:10]=1)[C:7]([N:14]=[C:13]=[S:15])=[O:8].